Regression. Given two drug SMILES strings and cell line genomic features, predict the synergy score measuring deviation from expected non-interaction effect. From a dataset of NCI-60 drug combinations with 297,098 pairs across 59 cell lines. Drug 1: C1=CC(=CC=C1C#N)C(C2=CC=C(C=C2)C#N)N3C=NC=N3. Drug 2: CN(CCCl)CCCl.Cl. Cell line: NCI-H226. Synergy scores: CSS=7.25, Synergy_ZIP=0.613, Synergy_Bliss=6.40, Synergy_Loewe=5.63, Synergy_HSA=5.38.